This data is from Full USPTO retrosynthesis dataset with 1.9M reactions from patents (1976-2016). The task is: Predict the reactants needed to synthesize the given product. (1) Given the product [OH:34][C:28]([C:30]([F:33])([F:32])[F:31])=[O:29].[CH3:13][C:10]1[NH:11][C:12]2[C:8]([C:9]=1[CH3:14])=[C:7]([CH:15]1[CH2:20][CH2:19][CH2:18][NH:17][CH2:16]1)[CH:6]=[CH:5][C:4]=2[C:1]([NH2:2])=[O:3], predict the reactants needed to synthesize it. The reactants are: [C:1]([C:4]1[CH:5]=[CH:6][C:7]([CH:15]2[CH2:20][CH2:19][CH2:18][N:17](C(OC(C)(C)C)=O)[CH2:16]2)=[C:8]2[C:12]=1[NH:11][C:10]([CH3:13])=[C:9]2[CH3:14])(=[O:3])[NH2:2].[C:28]([OH:34])([C:30]([F:33])([F:32])[F:31])=[O:29]. (2) Given the product [CH3:19][O:18][C:3]1([O:2][CH3:1])[CH2:4][CH2:5][C:6]([CH2:9][OH:10])([CH2:14][OH:15])[CH2:7][CH2:8]1, predict the reactants needed to synthesize it. The reactants are: [CH3:1][O:2][C:3]1([O:18][CH3:19])[CH2:8][CH2:7][C:6]([C:14](OC)=[O:15])([C:9](OCC)=[O:10])[CH2:5][CH2:4]1.[H-].[H-].[H-].[H-].[Li+].[Al+3]. (3) The reactants are: Br[C:2]1[CH:3]=[C:4]([CH2:8][C:9]2[C:18]3[C:13](=[CH:14][C:15]([O:21][CH3:22])=[C:16]([O:19][CH3:20])[CH:17]=3)[C:12]([CH3:23])=[N:11][C:10]=2[OH:24])[CH:5]=[N:6][CH:7]=1.[CH3:25][O:26][C:27]1[CH:32]=[CH:31][C:30](B(O)O)=[CH:29][CH:28]=1.C([O-])([O-])=O.[Na+].[Na+].O. Given the product [CH3:20][O:19][C:16]1[CH:17]=[C:18]2[C:13](=[CH:14][C:15]=1[O:21][CH3:22])[C:12]([CH3:23])=[N:11][C:10]([OH:24])=[C:9]2[CH2:8][C:4]1[CH:5]=[N:6][CH:7]=[C:2]([C:30]2[CH:31]=[CH:32][C:27]([O:26][CH3:25])=[CH:28][CH:29]=2)[CH:3]=1, predict the reactants needed to synthesize it. (4) Given the product [Si:80]([O:79][CH2:78][C:73]1[CH:72]=[C:71]([C@@H:69]([OH:70])[CH2:68][NH:67][CH2:127][CH2:126][CH2:125][CH2:124][CH2:123][C:120]2[CH:121]=[CH:122][C:117]([NH:116][C:115]([C:111]3[CH:110]=[C:109]([S:106]([C:103]4[CH:104]=[C:105]5[C:100](=[C:101]([CH3:130])[CH:102]=4)[N:99]=[CH:98][C:97]([C:131]([NH2:133])=[O:132])=[C:96]5[NH:95][C:91]4[CH:92]=[CH:93][CH:94]=[C:89]([O:88][CH3:87])[CH:90]=4)(=[O:107])=[O:108])[CH:114]=[CH:113][CH:112]=3)=[O:129])=[CH:118][CH:119]=2)[CH:76]=[CH:75][C:74]=1[OH:77])([C:83]([CH3:86])([CH3:85])[CH3:84])([CH3:81])[CH3:82], predict the reactants needed to synthesize it. The reactants are: [Si](O[C@H](C1C=CC(O)=C2C=1C=CC(=O)N2)CNCCCCCCCCNC(C1C=C(S(C2C=C3C(=C(C)C=2)N=CC(C(N)=O)=C3NC2C=CC=C(OC)C=2)(=O)=O)C=CC=1)=O)(C(C)(C)C)(C)C.[NH2:67][CH2:68][C@@H:69]([C:71]1[CH:76]=[CH:75][C:74]([OH:77])=[C:73]([CH2:78][O:79][Si:80]([C:83]([CH3:86])([CH3:85])[CH3:84])([CH3:82])[CH3:81])[CH:72]=1)[OH:70].[CH3:87][O:88][C:89]1[CH:90]=[C:91]([NH:95][C:96]2[C:105]3[C:100](=[C:101]([CH3:130])[CH:102]=[C:103]([S:106]([C:109]4[CH:114]=[CH:113][CH:112]=[C:111]([C:115](=[O:129])[NH:116][C:117]5[CH:122]=[CH:121][C:120]([CH2:123][CH2:124][CH2:125][CH2:126][CH:127]=O)=[CH:119][CH:118]=5)[CH:110]=4)(=[O:108])=[O:107])[CH:104]=3)[N:99]=[CH:98][C:97]=2[C:131]([NH2:133])=[O:132])[CH:92]=[CH:93][CH:94]=1. (5) Given the product [CH:3]1([CH2:2][N:24]2[CH2:25][C@@H:26]3[C@@H:19]([NH:18][C:16](=[O:17])[CH:15]([C:27]4[CH:28]=[CH:29][CH:30]=[CH:31][CH:32]=4)[CH:14]([CH3:33])[CH3:13])[CH2:20][CH2:21][C@@H:22]3[CH2:23]2)[CH2:4][CH2:5][CH2:8][CH2:9][CH2:10]1, predict the reactants needed to synthesize it. The reactants are: F[C:2](F)(F)[C:3]1[CH:4]=[C:5]([CH:8]=[CH:9][CH:10]=1)C=O.[CH3:13][CH:14]([CH3:33])[CH:15]([C:27]1[CH:32]=[CH:31][CH:30]=[CH:29][CH:28]=1)[C:16]([NH:18][C@@H:19]1[C@@H:26]2[C@@H:22]([CH2:23][NH:24][CH2:25]2)[CH2:21][CH2:20]1)=[O:17].C1(C(C2CCCCC2)C(N[C@@H]2[C@H]3[C@H](CNC3)CC2)=O)CCCCC1. (6) Given the product [CH3:33][O:34][C:8](=[O:10])[C@H:2]([CH2:3][CH2:4][C:5]([O:7][CH3:11])=[O:6])[NH:1][C:23]([O:22][C:19]([CH3:21])([CH3:20])[CH3:18])=[O:24], predict the reactants needed to synthesize it. The reactants are: [NH2:1][C@H:2]([C:8]([OH:10])=O)[CH2:3][CH2:4][C:5]([OH:7])=[O:6].[CH3:11]CN(CC)CC.[CH3:18][C:19]([O:22][C:23](O[C:23]([O:22][C:19]([CH3:21])([CH3:20])[CH3:18])=[O:24])=[O:24])([CH3:21])[CH3:20].[CH3:33][OH:34]. (7) Given the product [Br:1][C:2]1[CH:3]=[CH:4][C:5]([O:8][CH2:16][C:17]2[CH:22]=[CH:21][CH:20]=[CH:19][C:18]=2[F:23])=[CH:6][N:7]=1, predict the reactants needed to synthesize it. The reactants are: [Br:1][C:2]1[N:7]=[CH:6][C:5]([OH:8])=[CH:4][CH:3]=1.C(=O)([O-])[O-].[K+].[K+].Br[CH2:16][C:17]1[CH:22]=[CH:21][CH:20]=[CH:19][C:18]=1[F:23]. (8) Given the product [C:1]([O:5][C:6]([N:8]1[CH2:15][CH2:14][CH2:13][CH:9]1[C:10]([O:12][CH2:24][CH2:23][CH2:22][C:18]1[CH:17]=[N:16][CH:21]=[CH:20][CH:19]=1)=[O:11])=[O:7])([CH3:4])([CH3:2])[CH3:3], predict the reactants needed to synthesize it. The reactants are: [C:1]([O:5][C:6]([N:8]1[CH2:15][CH2:14][CH2:13][C@H:9]1[C:10]([OH:12])=[O:11])=[O:7])([CH3:4])([CH3:3])[CH3:2].[N:16]1[CH:21]=[CH:20][CH:19]=[C:18]([CH2:22][CH2:23][CH2:24]O)[CH:17]=1.C1(N=C=NC2CCCCC2)CCCCC1.C12(CS(O)(=O)=O)C(C)(C)C(CC1)CC2=O.